Dataset: Human liver microsome stability data. Task: Regression/Classification. Given a drug SMILES string, predict its absorption, distribution, metabolism, or excretion properties. Task type varies by dataset: regression for continuous measurements (e.g., permeability, clearance, half-life) or binary classification for categorical outcomes (e.g., BBB penetration, CYP inhibition). Dataset: hlm. (1) The drug is Clc1ccc2c(NCCCNCc3ccc(-c4cccnc4)s3)ccnc2c1. The result is 1 (stable in human liver microsomes). (2) The drug is O=c1n(Cc2nc3ccccc3n2CCCCO)c2cnccc2n1C1CC1. The result is 0 (unstable in human liver microsomes). (3) The compound is O=C(NCc1ccc(F)cc1)c1ccc(N2CC3(C2)CN(S(=O)(=O)c2cccnc2Cl)C3)nn1. The result is 1 (stable in human liver microsomes). (4) The molecule is C=C(c1ccc2c(c1)c1ccccc1n2C)c1cc(C)nc2ccccc12. The result is 0 (unstable in human liver microsomes). (5) The molecule is Fc1cc(F)cc(-n2cnc3c(NCc4nc5c(F)c(F)ccc5[nH]4)nc(N4CCOCC4)nc32)c1. The result is 1 (stable in human liver microsomes). (6) The molecule is O=C(CCCCCc1ccccc1)N[C@H]1CC[C@@H](O)CC1. The result is 0 (unstable in human liver microsomes). (7) The drug is COc1ccc(CNCCNc2ccnc3cc(Cl)ccc23)cc1. The result is 1 (stable in human liver microsomes).